From a dataset of Catalyst prediction with 721,799 reactions and 888 catalyst types from USPTO. Predict which catalyst facilitates the given reaction. (1) Reactant: [N:1]1[C:10]2[C:5](=[N:6][CH:7]=[CH:8][CH:9]=2)[CH:4]=[CH:3][C:2]=1[CH2:11][C:12]([C:14]1[CH:19]=[CH:18][CH:17]=[CH:16][N:15]=1)=O.BrBr.[NH2:22][C:23]([NH2:25])=[S:24].N. Product: [N:1]1[C:10]2[C:5](=[N:6][CH:7]=[CH:8][CH:9]=2)[CH:4]=[CH:3][C:2]=1[C:11]1[S:24][C:23]([NH2:25])=[N:22][C:12]=1[C:14]1[CH:19]=[CH:18][CH:17]=[CH:16][N:15]=1. The catalyst class is: 12. (2) Reactant: C(N[CH:5]([CH3:7])[CH3:6])(C)C.[CH2:8]([Li])[CH2:9][CH2:10]C.CCCCCC.CC(C)/C=C/C[O:24][C:25](=[O:41])[CH:26]([C:28]1[CH:33]=[CH:32][C:31]([CH2:34][CH2:35][C:36]([CH3:39])([CH3:38])[CH3:37])=[C:30]([Cl:40])[CH:29]=1)[CH3:27].Cl[Si](C)(C)C.Cl. Product: [Cl:40][C:30]1[CH:29]=[C:28]([C:26]([CH3:27])([CH:10]([CH:5]([CH3:6])[CH3:7])[CH:9]=[CH2:8])[C:25]([OH:24])=[O:41])[CH:33]=[CH:32][C:31]=1[CH2:34][CH2:35][C:36]([CH3:37])([CH3:38])[CH3:39]. The catalyst class is: 7. (3) Reactant: [CH3:1][S:2](Cl)(=[O:4])=[O:3].[O:6]1[CH:10]([CH2:11][OH:12])[CH2:9][CH2:8][CH:7]1[CH2:13][OH:14].C(N(CC)CC)C. Product: [CH3:1][S:2]([O:14][CH2:13][CH:7]1[CH2:8][CH2:9][CH:10]([CH2:11][O:12][S:2]([CH3:1])(=[O:4])=[O:3])[O:6]1)(=[O:4])=[O:3]. The catalyst class is: 4.